This data is from Full USPTO retrosynthesis dataset with 1.9M reactions from patents (1976-2016). The task is: Predict the reactants needed to synthesize the given product. (1) Given the product [CH3:34][O:35][C:1](=[O:5])[C:2]([C:22]1[C:21]2[C:16](=[C:17]([Cl:23])[CH:18]=[CH:19][CH:20]=2)[NH:15][C:14]=1[C:11]1[CH:12]=[CH:13][C:8]([Cl:7])=[C:9]([S:24](=[O:26])(=[O:25])[NH:27][CH:28]2[CH2:33][CH2:32][CH2:31][CH2:30][CH2:29]2)[CH:10]=1)=[O:3], predict the reactants needed to synthesize it. The reactants are: [C:1](Cl)(=[O:5])[C:2](Cl)=[O:3].[Cl:7][C:8]1[CH:13]=[CH:12][C:11]([C:14]2[NH:15][C:16]3[C:21]([CH:22]=2)=[CH:20][CH:19]=[CH:18][C:17]=3[Cl:23])=[CH:10][C:9]=1[S:24]([NH:27][CH:28]1[CH2:33][CH2:32][CH2:31][CH2:30][CH2:29]1)(=[O:26])=[O:25].[CH3:34][OH:35]. (2) Given the product [NH:7]1[C:6]2[CH:10]=[CH:11][C:3]([OH:2])=[CH:4][C:5]=2[N:9]=[CH:8]1, predict the reactants needed to synthesize it. The reactants are: C[O:2][C:3]1[CH:11]=[CH:10][C:6]2[N:7]=[CH:8][NH:9][C:5]=2[CH:4]=1. (3) Given the product [CH3:8][O:9][C:10]1[CH:17]=[CH:16][C:13]([CH2:14][NH:1][C@@H:2]([C:5]([OH:7])=[O:6])[CH2:3][OH:4])=[CH:12][CH:11]=1, predict the reactants needed to synthesize it. The reactants are: [NH2:1][C@@H:2]([C:5]([OH:7])=[O:6])[CH2:3][OH:4].[CH3:8][O:9][C:10]1[CH:17]=[CH:16][C:13]([CH:14]=O)=[CH:12][CH:11]=1. (4) Given the product [NH2:41][CH:4]([CH3:5])[CH2:3][CH:2]([C:7]1[CH:8]=[CH:9][C:10]([NH:13][C:14](=[O:31])[CH:15]([NH:19][C:20](=[O:30])[CH2:21][C:22]2[CH:27]=[C:26]([F:28])[CH:25]=[C:24]([F:29])[CH:23]=2)[CH2:16][CH2:17][CH3:18])=[N:11][CH:12]=1)[CH3:1], predict the reactants needed to synthesize it. The reactants are: [CH3:1][CH:2]([C:7]1[CH:8]=[CH:9][C:10]([NH:13][C:14](=[O:31])[CH:15]([NH:19][C:20](=[O:30])[CH2:21][C:22]2[CH:27]=[C:26]([F:28])[CH:25]=[C:24]([F:29])[CH:23]=2)[CH2:16][CH2:17][CH3:18])=[N:11][CH:12]=1)[CH2:3][C:4](=O)[CH3:5].CO.C([O-])(=O)C.[Na+].[BH3-]C#[N:41].[Na+]. (5) Given the product [OH:2][C:3]1[CH:4]=[CH:5][C:6]2[C:10]([O:11][C:12]3[CH:17]=[CH:16][C:15](/[CH:18]=[CH:19]/[C:20]([OH:22])=[O:21])=[CH:14][CH:13]=3)=[C:9]([C:27]3[CH:32]=[CH:31][C:30]([C:33]([F:36])([F:34])[F:35])=[CH:29][CH:28]=3)[S:8][C:7]=2[CH:37]=1, predict the reactants needed to synthesize it. The reactants are: C[O:2][C:3]1[CH:4]=[CH:5][C:6]2[C:10]([O:11][C:12]3[CH:17]=[CH:16][C:15](/[CH:18]=[CH:19]/[C:20]([O:22]C(C)(C)C)=[O:21])=[CH:14][CH:13]=3)=[C:9]([C:27]3[CH:32]=[CH:31][C:30]([C:33]([F:36])([F:35])[F:34])=[CH:29][CH:28]=3)[S:8][C:7]=2[CH:37]=1.B(Br)(Br)Br. (6) Given the product [F:11][C:12]1[CH:17]=[C:16]([F:18])[CH:15]=[CH:14][C:13]=1[C:19]1[S:23][C:22]([N:24]([C:8]([C@H:5]2[CH2:6][CH2:7][C@H:2]([CH3:1])[CH2:3][CH2:4]2)=[O:9])[CH:25]2[CH2:30][CH2:29][O:28][CH2:27][CH2:26]2)=[C:21]([C:31]([O:33][CH3:34])=[O:32])[CH:20]=1, predict the reactants needed to synthesize it. The reactants are: [CH3:1][C@H:2]1[CH2:7][CH2:6][C@H:5]([C:8](Cl)=[O:9])[CH2:4][CH2:3]1.[F:11][C:12]1[CH:17]=[C:16]([F:18])[CH:15]=[CH:14][C:13]=1[C:19]1[S:23][C:22]([NH:24][CH:25]2[CH2:30][CH2:29][O:28][CH2:27][CH2:26]2)=[C:21]([C:31]([O:33][CH3:34])=[O:32])[CH:20]=1.C(N(C(C)C)CC)(C)C.C(=O)([O-])[O-].[Na+].[Na+].